Dataset: Forward reaction prediction with 1.9M reactions from USPTO patents (1976-2016). Task: Predict the product of the given reaction. (1) Given the reactants [Mg].Br[C:3]1[CH:8]=[CH:7][C:6]([C:9]([F:12])([F:11])[F:10])=[CH:5][CH:4]=1.II.[Br:15][C:16]1[CH:23]=[N:22][CH:21]=[CH:20][C:17]=1[CH:18]=[O:19], predict the reaction product. The product is: [Br:15][C:16]1[CH:23]=[N:22][CH:21]=[CH:20][C:17]=1[CH:18]([C:3]1[CH:8]=[CH:7][C:6]([C:9]([F:12])([F:11])[F:10])=[CH:5][CH:4]=1)[OH:19]. (2) Given the reactants Cl[CH2:2][CH2:3][CH2:4][CH2:5][O:6][C:7]1[CH:8]=[CH:9][C:10]2[CH2:16][CH2:15][NH:14][C:13](=[O:17])[NH:12][C:11]=2[CH:18]=1.[CH2:19]1[C:28]2[C:23](=[CH:24][CH:25]=[CH:26][C:27]=2[N:29]2[CH2:34][CH2:33][NH:32][CH2:31][CH2:30]2)[CH2:22][CH2:21][O:20]1.C(=O)([O-])[O-].[Na+].[Na+], predict the reaction product. The product is: [CH2:19]1[C:28]2[C:23](=[CH:24][CH:25]=[CH:26][C:27]=2[N:29]2[CH2:30][CH2:31][N:32]([CH2:2][CH2:3][CH2:4][CH2:5][O:6][C:7]3[CH:8]=[CH:9][C:10]4[CH2:16][CH2:15][NH:14][C:13](=[O:17])[NH:12][C:11]=4[CH:18]=3)[CH2:33][CH2:34]2)[CH2:22][CH2:21][O:20]1. (3) The product is: [Cl:1][C:2]1[CH:7]=[CH:6][N:5]=[C:4]([CH3:8])[C:3]=1[C:18]#[C:17][C:14]1[CH:15]=[CH:16][C:11]([NH2:10])=[N:12][CH:13]=1. Given the reactants [Cl:1][C:2]1[CH:7]=[CH:6][N:5]=[C:4]([CH3:8])[C:3]=1I.[NH2:10][C:11]1[CH:16]=[CH:15][C:14]([C:17]#[CH:18])=[CH:13][N:12]=1.C(N(CC)CC)C, predict the reaction product. (4) Given the reactants Cl.[CH3:2][C:3]1[CH:7]=[C:6]([CH2:8][NH:9][C:10]2[N:15]=[C:14]([NH:16][C:17]3[NH:21][N:20]=[C:19]([O:22][CH2:23][C:24]4[CH:25]=[C:26]([CH:30]=[CH:31][CH:32]=4)[C:27]([OH:29])=[O:28])[CH:18]=3)[CH:13]=[CH:12][N:11]=2)[O:5][N:4]=1.Cl, predict the reaction product. The product is: [CH3:2][C:3]1[CH:7]=[C:6]([CH2:8][NH:9][C:10]2[N:15]=[C:14]([NH:16][C:17]3[NH:21][N:20]=[C:19]([O:22][CH2:23][C:24]4[CH:25]=[C:26]([CH:30]=[CH:31][CH:32]=4)[C:27]([OH:29])=[O:28])[CH:18]=3)[CH:13]=[CH:12][N:11]=2)[O:5][N:4]=1. (5) Given the reactants [CH2:1]([O:3][CH:4]([O:7][CH2:8][CH3:9])[CH:5]=[CH2:6])[CH3:2].C12BC(CCC1)CCC2.B.Cl[C:21]1[CH:30]=[CH:29][C:28]2[C:23](=[CH:24][C:25]([O:31][CH3:32])=[CH:26][CH:27]=2)[N:22]=1.C1(P(C2CCCCC2)C2CCCCC2)CCCCC1.C(=O)([O-])[O-].[K+].[K+].O, predict the reaction product. The product is: [CH2:1]([O:3][CH:4]([O:7][CH2:8][CH3:9])[CH2:5][CH2:6][C:21]1[CH:30]=[CH:29][C:28]2[C:23](=[CH:24][C:25]([O:31][CH3:32])=[CH:26][CH:27]=2)[N:22]=1)[CH3:2].